From a dataset of Peptide-MHC class I binding affinity with 185,985 pairs from IEDB/IMGT. Regression. Given a peptide amino acid sequence and an MHC pseudo amino acid sequence, predict their binding affinity value. This is MHC class I binding data. (1) The peptide sequence is YITDYSNDI. The MHC is HLA-B46:01 with pseudo-sequence HLA-B46:01. The binding affinity (normalized) is 0.0847. (2) The peptide sequence is VELGSGNSF. The MHC is HLA-A02:01 with pseudo-sequence HLA-A02:01. The binding affinity (normalized) is 0.0847. (3) The peptide sequence is VQFPTAFEF. The MHC is Mamu-B52 with pseudo-sequence Mamu-B52. The binding affinity (normalized) is 0.736. (4) The peptide sequence is RSSPPIPMSR. The MHC is HLA-A03:01 with pseudo-sequence HLA-A03:01. The binding affinity (normalized) is 0.800. (5) The peptide sequence is DVRDKRRKY. The MHC is HLA-A03:01 with pseudo-sequence HLA-A03:01. The binding affinity (normalized) is 0.0506. (6) The peptide sequence is AEIESATLF. The MHC is HLA-A24:03 with pseudo-sequence HLA-A24:03. The binding affinity (normalized) is 0.0847. (7) The peptide sequence is KLVGVLNWA. The MHC is Mamu-B6601 with pseudo-sequence Mamu-B6601. The binding affinity (normalized) is 0.424.